Dataset: Forward reaction prediction with 1.9M reactions from USPTO patents (1976-2016). Task: Predict the product of the given reaction. (1) Given the reactants C1(C)C=CC(P(C2C=CC(C)=CC=2)C2C=CC(C)=CC=2)=CC=1.[OH:23][C:24]1[CH:29]=[CH:28][C:27]([C:30]([F:33])([F:32])[F:31])=[CH:26][C:25]=1B(O)O.C(=O)([O-])[O-].[Na+].[Na+].[Cl:43][C:44]1[CH:49]=[C:48]([S:50][CH2:51][CH3:52])[CH:47]=[CH:46][C:45]=1I, predict the reaction product. The product is: [Cl:43][C:44]1[CH:49]=[C:48]([S:50][CH2:51][CH3:52])[CH:47]=[CH:46][C:45]=1[C:25]1[C:24]([OH:23])=[CH:29][CH:28]=[C:27]([C:30]([F:33])([F:32])[F:31])[CH:26]=1. (2) Given the reactants [CH3:1][C:2]([CH3:34])([CH3:33])[C:3]#[C:4][C:5]1[S:9][C:8]([C:10]([O:12]C)=[O:11])=[C:7]([N:14]([CH:24]2[CH2:28][CH2:27][N:26]([CH:29]([CH3:31])[CH3:30])[C:25]2=[O:32])[C:15]([C@H:17]2[CH2:22][CH2:21][C@H:20]([CH3:23])[CH2:19][CH2:18]2)=[O:16])[CH:6]=1.O[Li].O.Cl, predict the reaction product. The product is: [CH3:34][C:2]([CH3:1])([CH3:33])[C:3]#[C:4][C:5]1[S:9][C:8]([C:10]([OH:12])=[O:11])=[C:7]([N:14]([C@@H:24]2[CH2:28][CH2:27][N:26]([CH:29]([CH3:30])[CH3:31])[C:25]2=[O:32])[C:15]([C@H:17]2[CH2:22][CH2:21][C@H:20]([CH3:23])[CH2:19][CH2:18]2)=[O:16])[CH:6]=1. (3) Given the reactants II.Br[C:4]1[CH:9]=[CH:8][C:7]([Cl:10])=[CH:6][CH:5]=1.[C:11]([Si:15]([C:28]1[CH:33]=[CH:32][CH:31]=[CH:30][CH:29]=1)([C:22]1[CH:27]=[CH:26][CH:25]=[CH:24][CH:23]=1)[O:16][CH2:17][CH2:18][CH2:19][CH:20]=[O:21])([CH3:14])([CH3:13])[CH3:12], predict the reaction product. The product is: [C:11]([Si:15]([C:22]1[CH:27]=[CH:26][CH:25]=[CH:24][CH:23]=1)([C:28]1[CH:33]=[CH:32][CH:31]=[CH:30][CH:29]=1)[O:16][CH2:17][CH2:18][CH2:19][CH:20]([C:4]1[CH:9]=[CH:8][C:7]([Cl:10])=[CH:6][CH:5]=1)[OH:21])([CH3:14])([CH3:12])[CH3:13]. (4) Given the reactants Cl.[F:2][C:3]1[CH:8]=[C:7]([F:9])[CH:6]=[CH:5][C:4]=1[N:10]1[CH:14]([C:15]2[CH:20]=[CH:19][C:18]([N:21]3[CH2:27][CH2:26][CH2:25][NH:24][CH2:23][CH2:22]3)=[CH:17][CH:16]=2)[CH2:13][C:12]([C:28]([C:34]([F:37])([F:36])[F:35])([C:30]([F:33])([F:32])[F:31])[OH:29])=[N:11]1.C(N(CC)CC)C.[CH3:45][S:46](Cl)(=[O:48])=[O:47], predict the reaction product. The product is: [F:2][C:3]1[CH:8]=[C:7]([F:9])[CH:6]=[CH:5][C:4]=1[N:10]1[CH:14]([C:15]2[CH:16]=[CH:17][C:18]([N:21]3[CH2:27][CH2:26][CH2:25][N:24]([S:46]([CH3:45])(=[O:48])=[O:47])[CH2:23][CH2:22]3)=[CH:19][CH:20]=2)[CH2:13][C:12]([C:28]([C:34]([F:35])([F:36])[F:37])([C:30]([F:31])([F:33])[F:32])[OH:29])=[N:11]1. (5) Given the reactants Br[C:2]1[CH:3]=[C:4]([CH:16]=[C:17]([C:19]([N:21]2[CH2:25][CH2:24][CH2:23][CH2:22]2)=[O:20])[CH:18]=1)[C:5]([NH:7][CH2:8][C:9]1[CH:10]=[N:11][C:12]([CH3:15])=[N:13][CH:14]=1)=[O:6].[CH3:26][C:27]1[CH:28]=[CH:29][C:30](B2OC(C)(C)C(C)(C)O2)=[C:31]([CH:34]=1)[C:32]#[N:33].C1(C)C=CC=CC=1.C(=O)([O-])[O-].[Cs+].[Cs+], predict the reaction product. The product is: [C:32]([C:31]1[CH:34]=[C:27]([CH3:26])[CH:28]=[CH:29][C:30]=1[C:2]1[CH:18]=[C:17]([C:19]([N:21]2[CH2:25][CH2:24][CH2:23][CH2:22]2)=[O:20])[CH:16]=[C:4]([C:5]([NH:7][CH2:8][C:9]2[CH:10]=[N:11][C:12]([CH3:15])=[N:13][CH:14]=2)=[O:6])[CH:3]=1)#[N:33].